This data is from Forward reaction prediction with 1.9M reactions from USPTO patents (1976-2016). The task is: Predict the product of the given reaction. (1) The product is: [CH3:32][C:28]1[CH:27]=[C:26]2[C:31](=[CH:30][CH:29]=1)[N:22]1[CH:21]=[N:20][C:19]([CH:18]=[O:36])=[C:23]1[CH2:24][CH2:25]2. Given the reactants C(OC(N[C@H]1CCN([C@@H]([CH2:18][C:19]2[N:20]=[CH:21][N:22]3[C:31]4[C:26](=[CH:27][C:28]([CH3:32])=[CH:29][CH:30]=4)[CH2:25][CH2:24][C:23]=23)C(O)=O)C1)=O)(C)(C)C.Cl.C(OCC)(=[O:36])C, predict the reaction product. (2) Given the reactants [NH:1]1[C:9]2[C:4](=[CH:5][CH:6]=[C:7]([C:10]3[CH:11]=[C:12]([NH:22][C:23]4[CH:28]=[CH:27][C:26]([N:29]5[CH2:34][CH2:33][O:32][CH2:31][CH2:30]5)=[CH:25][N:24]=4)[C:13]4[N:14]([CH:19]=[CH:20][N:21]=4)[C:15]=3[C:16](O)=[O:17])[CH:8]=2)[CH:3]=[N:2]1.CC(C[AlH]CC(C)C)C, predict the reaction product. The product is: [NH:1]1[C:9]2[C:4](=[CH:5][CH:6]=[C:7]([C:10]3[CH:11]=[C:12]([NH:22][C:23]4[CH:28]=[CH:27][C:26]([N:29]5[CH2:34][CH2:33][O:32][CH2:31][CH2:30]5)=[CH:25][N:24]=4)[C:13]4[N:14]([CH:19]=[CH:20][N:21]=4)[C:15]=3[CH2:16][OH:17])[CH:8]=2)[CH:3]=[N:2]1. (3) Given the reactants [Br:1][C:2]1[N:6]2[CH2:7][CH2:8][N:9]([C:11]([O:13][C:14]([CH3:17])([CH3:16])[CH3:15])=[O:12])[CH2:10][C:5]2=[C:4]([C:18]([OH:20])=O)[N:3]=1.[CH3:21][NH:22][C:23](=[O:30])[C@H:24]([C:26]([CH3:29])([CH3:28])[CH3:27])[NH2:25].CCN(C(C)C)C(C)C.CN(C(ON1N=NC2C=CC=CC1=2)=[N+](C)C)C.F[P-](F)(F)(F)(F)F, predict the reaction product. The product is: [Br:1][C:2]1[N:6]2[CH2:7][CH2:8][N:9]([C:11]([O:13][C:14]([CH3:15])([CH3:16])[CH3:17])=[O:12])[CH2:10][C:5]2=[C:4]([C:18](=[O:20])[NH:25][C@@H:24]([C:26]([CH3:29])([CH3:28])[CH3:27])[C:23]([NH:22][CH3:21])=[O:30])[N:3]=1. (4) Given the reactants [CH2:1]([N:3]1[CH:7]=[C:6]([C:8]2[C:13]([F:14])=[CH:12][N:11]=[C:10]3[NH:15][CH:16]=[CH:17][C:9]=23)[C:5]([C:18]2[CH:23]=[CH:22][C:21]([N+:24]([O-])=O)=[CH:20][CH:19]=2)=[N:4]1)[CH3:2].[Sn].Cl, predict the reaction product. The product is: [CH2:1]([N:3]1[CH:7]=[C:6]([C:8]2[C:13]([F:14])=[CH:12][N:11]=[C:10]3[NH:15][CH:16]=[CH:17][C:9]=23)[C:5]([C:18]2[CH:23]=[CH:22][C:21]([NH2:24])=[CH:20][CH:19]=2)=[N:4]1)[CH3:2].